Dataset: Peptide-MHC class II binding affinity with 134,281 pairs from IEDB. Task: Regression. Given a peptide amino acid sequence and an MHC pseudo amino acid sequence, predict their binding affinity value. This is MHC class II binding data. (1) The peptide sequence is IDFLIEEIERLGQDL. The MHC is HLA-DQA10301-DQB10302 with pseudo-sequence HLA-DQA10301-DQB10302. The binding affinity (normalized) is 0. (2) The peptide sequence is GELQIVMKIDAAFKI. The MHC is DRB5_0101 with pseudo-sequence DRB5_0101. The binding affinity (normalized) is 0.420. (3) The peptide sequence is IFKISKTVSEGAVDI. The binding affinity (normalized) is 0.193. The MHC is DRB1_1201 with pseudo-sequence DRB1_1201. (4) The peptide sequence is AFISDGDNLFPKV. The MHC is DRB3_0101 with pseudo-sequence DRB3_0101. The binding affinity (normalized) is 0.913. (5) The peptide sequence is VADAYITLVTLPKSS. The MHC is HLA-DQA10201-DQB10202 with pseudo-sequence HLA-DQA10201-DQB10202. The binding affinity (normalized) is 0.181.